The task is: Predict the reactants needed to synthesize the given product.. This data is from Full USPTO retrosynthesis dataset with 1.9M reactions from patents (1976-2016). (1) Given the product [C:16]([C:13]([C:11]1[CH:12]=[C:3]([CH2:2][S:18]([O-:21])(=[O:20])=[O:19])[CH:4]=[C:5]([C:6]([O:8][CH3:9])=[O:7])[CH:10]=1)([CH3:15])[CH3:14])#[N:17].[Na+:22], predict the reactants needed to synthesize it. The reactants are: Br[CH2:2][C:3]1[CH:4]=[C:5]([CH:10]=[C:11]([C:13]([C:16]#[N:17])([CH3:15])[CH3:14])[CH:12]=1)[C:6]([O:8][CH3:9])=[O:7].[S:18]([O-:21])([O-:20])=[O:19].[Na+:22].[Na+]. (2) Given the product [C:1]([N:5]1[C:9]([CH3:10])=[C:8]([C:11]([OH:13])=[O:12])[CH:7]=[N:6]1)([CH3:4])([CH3:2])[CH3:3], predict the reactants needed to synthesize it. The reactants are: [C:1]([N:5]1[C:9]([CH3:10])=[C:8]([C:11]([O:13]C)=[O:12])[CH:7]=[N:6]1)([CH3:4])([CH3:3])[CH3:2].[OH-].[Na+]. (3) Given the product [CH3:1][O:2][C:3]1[CH:4]=[C:5]([C:11]([C:17]2[CH:22]=[CH:21][C:20]([N+:43]([O-:45])=[O:44])=[CH:19][CH:18]=2)=[CH:12][C:13]#[N:58])[CH:6]=[CH:7][C:8]=1[O:9][CH3:10], predict the reactants needed to synthesize it. The reactants are: [CH3:1][O:2][C:3]1[CH:4]=[C:5]([C:11]([C:17]2[CH:22]=[CH:21][C:20](OC)=[C:19](OC)[CH:18]=2)=[CH:12][C:13](OC)=O)[CH:6]=[CH:7][C:8]=1[O:9][CH3:10].COC1C(OC)([N+:43]([O-:45])=[O:44])C=CC(C(C2C=CC=CC=2)=O)=C1.C(OP(CC#[N:58])(=O)OCC)C.C[Si](C)(C)[N-][Si](C)(C)C.[Li+]. (4) Given the product [CH2:1]([N:3]1[C:11]2[CH:10]=[C:9]3[NH:12][C:13]([C:15]4[C:23]5[C:18](=[CH:19][C:20]([C:24]6[CH:28]=[CH:27][S:26][CH:25]=6)=[CH:21][CH:22]=5)[NH:17][N:16]=4)=[N:14][C:8]3=[CH:7][C:6]=2[C:5]([CH3:46])([CH3:45])[C:4]1=[O:47])[CH3:2], predict the reactants needed to synthesize it. The reactants are: [CH2:1]([N:3]1[C:11]2[CH:10]=[C:9]3[N:12](COCC[Si](C)(C)C)[C:13]([C:15]4[C:23]5[C:18](=[CH:19][C:20]([C:24]6[CH:28]=[CH:27][S:26][CH:25]=6)=[CH:21][CH:22]=5)[N:17](COCC[Si](C)(C)C)[N:16]=4)=[N:14][C:8]3=[CH:7][C:6]=2[C:5]([CH3:46])([CH3:45])[C:4]1=[O:47])[CH3:2].[F-].C([N+](CCCC)(CCCC)CCCC)CCC.C(N)CN. (5) Given the product [CH3:14][O:13][C:12]1[C:3]([CH2:2][O:16][CH3:15])=[C:4]([CH:9]=[CH:10][CH:11]=1)[C:5]([O:7][CH3:8])=[O:6], predict the reactants needed to synthesize it. The reactants are: Br[CH2:2][C:3]1[C:12]([O:13][CH3:14])=[CH:11][CH:10]=[CH:9][C:4]=1[C:5]([O:7][CH3:8])=[O:6].[CH3:15][O-:16].[Na+]. (6) Given the product [NH2:1][C:2]1[C:11]2[C:6](=[C:7]([C:21]3[CH:22]=[C:23]([CH3:26])[CH:24]=[CH:25][C:20]=3[CH3:19])[CH:8]=[CH:9][CH:10]=2)[N:5]=[N:4][C:3]=1[C:13]([NH:15][CH2:16][CH2:17][CH3:18])=[O:14], predict the reactants needed to synthesize it. The reactants are: [NH2:1][C:2]1[C:11]2[C:6](=[C:7](I)[CH:8]=[CH:9][CH:10]=2)[N:5]=[N:4][C:3]=1[C:13]([NH:15][CH2:16][CH2:17][CH3:18])=[O:14].[CH3:19][C:20]1[CH:25]=[CH:24][C:23]([CH3:26])=[CH:22][C:21]=1B(O)O.